Dataset: Catalyst prediction with 721,799 reactions and 888 catalyst types from USPTO. Task: Predict which catalyst facilitates the given reaction. (1) Reactant: [N:1]1[C:5]2[CH:6]=[CH:7][CH:8]=[CH:9][C:4]=2[NH:3][C:2]=1[S:10][CH2:11][C:12]([C:14]1[CH:19]=[CH:18][C:17]([Br:20])=[CH:16][CH:15]=1)=[O:13].[OH-].[Na+].[CH3:23]I. Product: [CH3:23][CH:11]([C:12]([C:14]1[CH:15]=[CH:16][C:17]([Br:20])=[CH:18][CH:19]=1)=[O:13])[S:10][C:2]1[NH:1][C:5]2[CH:6]=[CH:7][CH:8]=[CH:9][C:4]=2[N:3]=1. The catalyst class is: 6. (2) Reactant: [NH:1]([C:3]([O:5][C:6]([CH3:9])([CH3:8])[CH3:7])=[O:4])[NH2:2].[CH3:10][CH:11]1[CH2:15][CH2:14][C:13](=O)[CH2:12]1.C([BH3-])#N.[Na+].C(O)(=O)C.[OH-].[Na+]. Product: [CH3:10][CH:11]1[CH2:15][CH2:14][CH:13]([NH:2][NH:1][C:3]([O:5][C:6]([CH3:9])([CH3:8])[CH3:7])=[O:4])[CH2:12]1. The catalyst class is: 5.